Dataset: Reaction yield outcomes from USPTO patents with 853,638 reactions. Task: Predict the reaction yield, written as a fraction of the theoretical maximum amount of product (1.0 means a 100% yield; for example, 0.34 means a 34% yield). The reactants are O=[C:2]1[CH2:7][CH2:6][N:5]([C:8]2[CH:13]=[CH:12][C:11]([N:14]3[CH2:18][C@H:17]([CH2:19][NH:20][C:21](=[O:23])[CH3:22])[O:16][C:15]3=[O:24])=[CH:10][C:9]=2[F:25])[CH2:4][CH2:3]1.[C-:26]#[N:27].[Na+].[SH:29][C:30]1[CH:36]=[CH:35][CH:34]=[CH:33][C:31]=1[NH2:32]. No catalyst specified. The product is [SH:29][C:30]1[CH:36]=[CH:35][CH:34]=[CH:33][C:31]=1[NH:32][C:2]1([C:26]#[N:27])[CH2:7][CH2:6][N:5]([C:8]2[CH:13]=[CH:12][C:11]([N:14]3[CH2:18][C@H:17]([CH2:19][NH:20][C:21](=[O:23])[CH3:22])[O:16][C:15]3=[O:24])=[CH:10][C:9]=2[F:25])[CH2:4][CH2:3]1. The yield is 0.560.